This data is from Merck oncology drug combination screen with 23,052 pairs across 39 cell lines. The task is: Regression. Given two drug SMILES strings and cell line genomic features, predict the synergy score measuring deviation from expected non-interaction effect. (1) Drug 1: N#Cc1ccc(Cn2cncc2CN2CCN(c3cccc(Cl)c3)C(=O)C2)cc1. Drug 2: NC1(c2ccc(-c3nc4ccn5c(=O)[nH]nc5c4cc3-c3ccccc3)cc2)CCC1. Cell line: SKMEL30. Synergy scores: synergy=24.6. (2) Drug 1: COC1CC2CCC(C)C(O)(O2)C(=O)C(=O)N2CCCCC2C(=O)OC(C(C)CC2CCC(OP(C)(C)=O)C(OC)C2)CC(=O)C(C)C=C(C)C(O)C(OC)C(=O)C(C)CC(C)C=CC=CC=C1C. Drug 2: CNC(=O)c1cc(Oc2ccc(NC(=O)Nc3ccc(Cl)c(C(F)(F)F)c3)cc2)ccn1. Cell line: A427. Synergy scores: synergy=14.9. (3) Drug 1: O=C(CCCCCCC(=O)Nc1ccccc1)NO. Drug 2: CC1(c2nc3c(C(N)=O)cccc3[nH]2)CCCN1. Cell line: SKMES1. Synergy scores: synergy=11.6. (4) Drug 1: CC(=O)OC1C(=O)C2(C)C(O)CC3OCC3(OC(C)=O)C2C(OC(=O)c2ccccc2)C2(O)CC(OC(=O)C(O)C(NC(=O)c3ccccc3)c3ccccc3)C(C)=C1C2(C)C. Drug 2: COC1CC2CCC(C)C(O)(O2)C(=O)C(=O)N2CCCCC2C(=O)OC(C(C)CC2CCC(OP(C)(C)=O)C(OC)C2)CC(=O)C(C)C=C(C)C(O)C(OC)C(=O)C(C)CC(C)C=CC=CC=C1C. Cell line: SKOV3. Synergy scores: synergy=62.0. (5) Drug 1: O=c1[nH]cc(F)c(=O)[nH]1. Drug 2: CNC(=O)c1cc(Oc2ccc(NC(=O)Nc3ccc(Cl)c(C(F)(F)F)c3)cc2)ccn1. Cell line: NCIH23. Synergy scores: synergy=-1.29. (6) Drug 1: O=c1[nH]cc(F)c(=O)[nH]1. Drug 2: CC1(c2nc3c(C(N)=O)cccc3[nH]2)CCCN1. Cell line: SW837. Synergy scores: synergy=-14.5. (7) Drug 1: C=CCn1c(=O)c2cnc(Nc3ccc(N4CCN(C)CC4)cc3)nc2n1-c1cccc(C(C)(C)O)n1. Drug 2: CCc1c2c(nc3ccc(O)cc13)-c1cc3c(c(=O)n1C2)COC(=O)C3(O)CC. Cell line: NCIH23. Synergy scores: synergy=-2.36. (8) Cell line: MSTO. Drug 1: CC(=O)OC1C(=O)C2(C)C(O)CC3OCC3(OC(C)=O)C2C(OC(=O)c2ccccc2)C2(O)CC(OC(=O)C(O)C(NC(=O)c3ccccc3)c3ccccc3)C(C)=C1C2(C)C. Synergy scores: synergy=10.7. Drug 2: N#Cc1ccc(Cn2cncc2CN2CCN(c3cccc(Cl)c3)C(=O)C2)cc1.